From a dataset of NCI-60 drug combinations with 297,098 pairs across 59 cell lines. Regression. Given two drug SMILES strings and cell line genomic features, predict the synergy score measuring deviation from expected non-interaction effect. Drug 1: CS(=O)(=O)C1=CC(=C(C=C1)C(=O)NC2=CC(=C(C=C2)Cl)C3=CC=CC=N3)Cl. Drug 2: CC1=C(N=C(N=C1N)C(CC(=O)N)NCC(C(=O)N)N)C(=O)NC(C(C2=CN=CN2)OC3C(C(C(C(O3)CO)O)O)OC4C(C(C(C(O4)CO)O)OC(=O)N)O)C(=O)NC(C)C(C(C)C(=O)NC(C(C)O)C(=O)NCCC5=NC(=CS5)C6=NC(=CS6)C(=O)NCCC[S+](C)C)O. Cell line: K-562. Synergy scores: CSS=4.08, Synergy_ZIP=-5.54, Synergy_Bliss=-8.15, Synergy_Loewe=-10.3, Synergy_HSA=-9.19.